From a dataset of Retrosynthesis with 50K atom-mapped reactions and 10 reaction types from USPTO. Predict the reactants needed to synthesize the given product. (1) Given the product O=C(O)c1ccc(C(Cc2ccc(F)cc2)C(=O)Nc2nc3ccccc3o2)cc1, predict the reactants needed to synthesize it. The reactants are: CCOC(=O)c1ccc(C(Cc2ccc(F)cc2)C(=O)Nc2nc3ccccc3o2)cc1. (2) Given the product COc1ccc(N2CCN(c3ccc(-n4cnn(C(C)C)c4=O)cc3)CC2)cc1, predict the reactants needed to synthesize it. The reactants are: CC(C)Br.COc1ccc(N2CCN(c3ccc(-n4cn[nH]c4=O)cc3)CC2)cc1.